Predict the reactants needed to synthesize the given product. From a dataset of Full USPTO retrosynthesis dataset with 1.9M reactions from patents (1976-2016). (1) Given the product [OH:8][CH2:9][CH2:10][N:11]([CH3:42])[C:12]([C:14]1[C:19]([O:20][CH2:21][C:22]2[CH:27]=[CH:26][CH:25]=[CH:24][CH:23]=2)=[C:18]([OH:28])[N:17]=[C:16]([CH2:29][C:30]2([C:35]3[CH:40]=[CH:39][C:38]([Cl:41])=[CH:37][CH:36]=3)[CH2:34][CH2:33][CH2:32][CH2:31]2)[N:15]=1)=[O:13], predict the reactants needed to synthesize it. The reactants are: [Si]([O:8][CH2:9][CH2:10][N:11]([CH3:42])[C:12]([C:14]1[C:19]([O:20][CH2:21][C:22]2[CH:27]=[CH:26][CH:25]=[CH:24][CH:23]=2)=[C:18]([OH:28])[N:17]=[C:16]([CH2:29][C:30]2([C:35]3[CH:40]=[CH:39][C:38]([Cl:41])=[CH:37][CH:36]=3)[CH2:34][CH2:33][CH2:32][CH2:31]2)[N:15]=1)=[O:13])(C(C)(C)C)(C)C.OCCN(C)C(C1C(OCC2C=CC=CC=2)=C(O)N=C(CC2C=CC=CC=2C2C=CC=CC=2)N=1)=O. (2) Given the product [NH2:30][CH2:29][CH2:28][C:27]([N:24]1[CH2:25][CH2:26][N:21]([CH2:20][C:19]2[CH:39]=[CH:40][CH:41]=[C:17]([NH:16][C:12]3[CH:11]=[C:10]([O:9][C:8]4[C:3]([CH3:2])=[N:4][C:5]([CH3:42])=[CH:6][CH:7]=4)[CH:15]=[CH:14][N:13]=3)[CH:18]=2)[CH2:22][CH2:23]1)=[O:38], predict the reactants needed to synthesize it. The reactants are: Cl.[CH3:2][C:3]1[C:8]([O:9][C:10]2[CH:15]=[CH:14][N:13]=[C:12]([NH:16][C:17]3[CH:18]=[C:19]([CH:39]=[CH:40][CH:41]=3)[CH2:20][N:21]3[CH2:26][CH2:25][N:24]([C:27](=[O:38])[CH2:28][CH2:29][NH:30]C(=O)OC(C)(C)C)[CH2:23][CH2:22]3)[CH:11]=2)=[CH:7][CH:6]=[C:5]([CH3:42])[N:4]=1. (3) Given the product [CH3:1][O:2][C:3](=[O:17])[CH2:4][CH2:5][CH2:6][CH2:7][CH2:8][S:9][C:10]1[CH:15]=[CH:14][C:13]([N:16]([CH2:23][C:22]2[CH:25]=[CH:26][C:19]([Cl:18])=[CH:20][CH:21]=2)[CH3:29])=[CH:12][CH:11]=1, predict the reactants needed to synthesize it. The reactants are: [CH3:1][O:2][C:3](=[O:17])[CH2:4][CH2:5][CH2:6][CH2:7][CH2:8][S:9][C:10]1[CH:15]=[CH:14][C:13]([NH2:16])=[CH:12][CH:11]=1.[Cl:18][C:19]1[CH:26]=[CH:25][C:22]([CH:23]=O)=[CH:21][CH:20]=1.C=O.[C:29]([BH3-])#N.[Na+]. (4) Given the product [O:9]=[C:2]([NH:27][CH2:26][CH2:25][CH2:24][C:20]1[CH:21]=[CH:22][CH:23]=[C:18]([O:17][CH2:16][C:10]2[CH:15]=[CH:14][CH:13]=[CH:12][CH:11]=2)[CH:19]=1)[CH2:3][CH2:4][C:5]([O:7][CH3:8])=[O:6], predict the reactants needed to synthesize it. The reactants are: Cl[C:2](=[O:9])[CH2:3][CH2:4][C:5]([O:7][CH3:8])=[O:6].[C:10]1([CH2:16][O:17][C:18]2[CH:19]=[C:20]([CH2:24][CH2:25][CH2:26][NH2:27])[CH:21]=[CH:22][CH:23]=2)[CH:15]=[CH:14][CH:13]=[CH:12][CH:11]=1.C(N(CC)CC)C. (5) Given the product [C:18]([O:17][C:16]([NH:15][C@H:10]1[CH2:11][C@@H:12]([CH3:14])[CH2:13][N:8]([C:7]2[CH:6]=[CH:5][N:4]=[CH:3][C:2]=2[NH:1][C:42]([C:32]2[C:33]3=[N:34][CH:35]=[C:36]([CH:40]=[CH2:41])[CH:37]=[C:38]3[O:39][C:31]=2[NH:30][C:28](=[O:29])[O:27][C:23]([CH3:26])([CH3:25])[CH3:24])=[O:43])[CH2:9]1)=[O:22])([CH3:21])([CH3:20])[CH3:19], predict the reactants needed to synthesize it. The reactants are: [NH2:1][C:2]1[CH:3]=[N:4][CH:5]=[CH:6][C:7]=1[N:8]1[CH2:13][C@H:12]([CH3:14])[CH2:11][C@H:10]([NH:15][C:16](=[O:22])[O:17][C:18]([CH3:21])([CH3:20])[CH3:19])[CH2:9]1.[C:23]([O:27][C:28]([NH:30][C:31]1[O:39][C:38]2[C:33](=[N:34][CH:35]=[C:36]([CH:40]=[CH2:41])[CH:37]=2)[C:32]=1[C:42](O)=[O:43])=[O:29])([CH3:26])([CH3:25])[CH3:24].CCN(C(C)C)C(C)C.CN(C(ON1N=NC2C=CC=NC1=2)=[N+](C)C)C.F[P-](F)(F)(F)(F)F. (6) Given the product [CH2:1]([O:3][C:4](=[O:22])[CH:5]([N:7]1[C:12]2[CH:13]=[C:14]([O:18][C:38]3([CH3:40])[CH2:39][N:36]([CH:23]([C:24]4[CH:29]=[CH:28][CH:27]=[CH:26][CH:25]=4)[C:30]4[CH:35]=[CH:34][CH:33]=[CH:32][CH:31]=4)[CH2:37]3)[C:15]([F:17])=[CH:16][C:11]=2[O:10][CH2:9][C:8]1=[O:19])[CH3:20])[CH3:2], predict the reactants needed to synthesize it. The reactants are: [CH2:1]([O:3][C:4](=[O:22])[C:5]([CH2:20]C)([N:7]1[C:12]2[CH:13]=[C:14]([OH:18])[C:15]([F:17])=[CH:16][C:11]=2[O:10][CH2:9][C:8]1=[O:19])C)[CH3:2].[CH:23]([N:36]1[CH2:39][C:38](OS(C)(=O)=O)([CH3:40])[CH2:37]1)([C:30]1[CH:35]=[CH:34][CH:33]=[CH:32][CH:31]=1)[C:24]1[CH:29]=[CH:28][CH:27]=[CH:26][CH:25]=1.C([O-])([O-])=O.[Cs+].[Cs+].O. (7) Given the product [CH3:18][O:17][C:9]1[CH:8]=[C:3]2[C:2](=[CH:11][C:10]=1[O:12][CH2:13][CH2:14][O:15][CH3:16])[N:1]=[CH:20][NH:21][C:4]2=[O:5], predict the reactants needed to synthesize it. The reactants are: [NH2:1][C:2]1[CH:11]=[C:10]([O:12][CH2:13][CH2:14][O:15][CH3:16])[C:9]([O:17][CH3:18])=[CH:8][C:3]=1[C:4](OC)=[O:5].Cl.[CH:20](N)=[NH:21].